Dataset: Retrosynthesis with 50K atom-mapped reactions and 10 reaction types from USPTO. Task: Predict the reactants needed to synthesize the given product. The reactants are: COCCn1c(-c2c[nH]c(-c3ccc4scnc4c3)n2)nc2cc(C(=O)OC)ccc21. Given the product COCCn1c(-c2c[nH]c(-c3ccc4scnc4c3)n2)nc2cc(C(=O)O)ccc21, predict the reactants needed to synthesize it.